From a dataset of Reaction yield outcomes from USPTO patents with 853,638 reactions. Predict the reaction yield, written as a fraction of the theoretical maximum amount of product (1.0 means a 100% yield; for example, 0.34 means a 34% yield). (1) The reactants are [OH:1][C:2]1[CH:7]=[C:6]([O:8][CH:9]([CH3:11])[CH3:10])[CH:5]=[CH:4][C:3]=1[CH2:12][CH2:13][C:14]([O:16][CH2:17][CH3:18])=[O:15].[H-].[Na+].Cl[C:22]1[C:27]([Cl:28])=[CH:26][C:25]([C:29]([F:32])([F:31])[F:30])=[CH:24][N:23]=1.[Cl-].[NH4+]. The catalyst is CN(C)C=O. The product is [Cl:28][C:27]1[C:22]([O:1][C:2]2[CH:7]=[C:6]([O:8][CH:9]([CH3:11])[CH3:10])[CH:5]=[CH:4][C:3]=2[CH2:12][CH2:13][C:14]([O:16][CH2:17][CH3:18])=[O:15])=[N:23][CH:24]=[C:25]([C:29]([F:31])([F:30])[F:32])[CH:26]=1. The yield is 0.780. (2) The reactants are [CH:1]([C:3]1[CH:15]=[CH:14][C:6]2[C:7](=[O:13])[CH2:8][CH2:9][C:10](=[O:12])[NH:11][C:5]=2[CH:4]=1)=[CH2:2]. The catalyst is CCO.[Pd]. The product is [CH2:1]([C:3]1[CH:15]=[CH:14][C:6]2[C:7](=[O:13])[CH2:8][CH2:9][C:10](=[O:12])[NH:11][C:5]=2[CH:4]=1)[CH3:2]. The yield is 0.910.